From a dataset of NCI-60 drug combinations with 297,098 pairs across 59 cell lines. Regression. Given two drug SMILES strings and cell line genomic features, predict the synergy score measuring deviation from expected non-interaction effect. (1) Drug 1: CC1=C(C=C(C=C1)NC2=NC=CC(=N2)N(C)C3=CC4=NN(C(=C4C=C3)C)C)S(=O)(=O)N.Cl. Drug 2: C1=CC(=CC=C1CCC2=CNC3=C2C(=O)NC(=N3)N)C(=O)NC(CCC(=O)O)C(=O)O. Cell line: KM12. Synergy scores: CSS=14.8, Synergy_ZIP=12.8, Synergy_Bliss=12.8, Synergy_Loewe=10.9, Synergy_HSA=12.6. (2) Drug 1: C1C(C(OC1N2C=NC(=NC2=O)N)CO)O. Drug 2: CC1C(C(CC(O1)OC2CC(CC3=C2C(=C4C(=C3O)C(=O)C5=C(C4=O)C(=CC=C5)OC)O)(C(=O)CO)O)N)O.Cl. Cell line: UACC-257. Synergy scores: CSS=44.0, Synergy_ZIP=0.534, Synergy_Bliss=1.31, Synergy_Loewe=-17.5, Synergy_HSA=1.78.